From a dataset of Full USPTO retrosynthesis dataset with 1.9M reactions from patents (1976-2016). Predict the reactants needed to synthesize the given product. (1) Given the product [CH2:27]([O:26][C:24]([C:23]1[CH:34]=[CH:35][C:20]([NH:19][C:2]2[N:7]=[C:6]([Cl:8])[C:5]([C:9]([F:12])([F:11])[F:10])=[CH:4][N:3]=2)=[C:21]([O:36][CH3:37])[CH:22]=1)=[O:25])[C:28]1[CH:29]=[CH:30][CH:31]=[CH:32][CH:33]=1, predict the reactants needed to synthesize it. The reactants are: Cl[C:2]1[N:7]=[C:6]([Cl:8])[C:5]([C:9]([F:12])([F:11])[F:10])=[CH:4][N:3]=1.C(=O)([O-])[O-].[Cs+].[Cs+].[NH2:19][C:20]1[CH:35]=[CH:34][C:23]([C:24]([O:26][CH2:27][C:28]2[CH:33]=[CH:32][CH:31]=[CH:30][CH:29]=2)=[O:25])=[CH:22][C:21]=1[O:36][CH3:37].ClCCl. (2) Given the product [C:20]([Si:24]([CH3:27])([CH3:26])[O:1][C:2]([C:5]([CH3:11])([CH:9]=[CH2:10])[C:6]([OH:8])=[O:7])([CH3:4])[CH3:3])([CH3:23])([CH3:22])[CH3:21], predict the reactants needed to synthesize it. The reactants are: [OH:1][C:2]([C:5]([CH3:11])([CH:9]=[CH2:10])[C:6]([OH:8])=[O:7])([CH3:4])[CH3:3].N1C(C)=CC=CC=1C.[C:20]([Si:24]([CH3:27])([CH3:26])Cl)([CH3:23])([CH3:22])[CH3:21]. (3) Given the product [CH3:17][O:16][CH2:15][CH2:14][CH2:13][N:8]1[C:7]2[CH:18]=[C:3]([CH:2]=[O:1])[CH:4]=[CH:5][C:6]=2[O:11][CH2:10][C:9]1=[O:12], predict the reactants needed to synthesize it. The reactants are: [OH:1][CH2:2][C:3]1[CH:4]=[CH:5][C:6]2[O:11][CH2:10][C:9](=[O:12])[N:8]([CH2:13][CH2:14][CH2:15][O:16][CH3:17])[C:7]=2[CH:18]=1. (4) Given the product [ClH:24].[ClH:1].[CH:3]1([NH:6][C:7]([C:9]2[C:17]3[CH:16]=[C:15]([C:18]4[C:23]([CH3:38])=[CH:22][N:21]=[C:20]([NH:25][CH2:26][CH2:27][CH2:28][CH:29]5[CH2:34][CH2:33][N:32]([CH:35]6[CH2:37][CH2:36]6)[CH2:31][CH2:30]5)[N:19]=4)[S:14][C:13]=3[CH:12]=[CH:11][CH:10]=2)=[O:8])[CH2:5][CH2:4]1, predict the reactants needed to synthesize it. The reactants are: [ClH:1].Cl.[CH:3]1([NH:6][C:7]([C:9]2[C:17]3[CH:16]=[C:15]([C:18]4[C:23]([Cl:24])=[CH:22][N:21]=[C:20]([NH:25][CH2:26][CH2:27][CH2:28][CH:29]5[CH2:34][CH2:33][N:32]([CH:35]6[CH2:37][CH2:36]6)[CH2:31][CH2:30]5)[N:19]=4)[S:14][C:13]=3[CH:12]=[CH:11][CH:10]=2)=[O:8])[CH2:5][CH2:4]1.[CH:38]1(NC(C2C3C=C(C4C(C)=CN=C(NCCCC5CCNCC5)N=4)SC=3C=CC=2)=O)CC1.